From a dataset of Catalyst prediction with 721,799 reactions and 888 catalyst types from USPTO. Predict which catalyst facilitates the given reaction. (1) Reactant: [C:1]([O:4][C@H:5]1[C@H:10]([O:11][C:12](=[O:14])[CH3:13])[C@@H:9]([O:15][C:16](=[O:18])[CH3:17])[C@H:8]([C:19]2[CH:24]=[CH:23][C:22]([Cl:25])=[C:21]([CH2:26][C:27]3[CH:32]=[CH:31][C:30]([OH:33])=[CH:29][CH:28]=3)[CH:20]=2)[O:7][C@@H:6]1[CH2:34][O:35][C:36](=[O:38])[CH3:37])(=[O:3])[CH3:2].Br[CH2:40][CH2:41][O:42][Si:43]([C:46]([CH3:49])([CH3:48])[CH3:47])([CH3:45])[CH3:44].C(=O)([O-])[O-].[Cs+].[Cs+]. Product: [C:1]([O:4][C@H:5]1[C@H:10]([O:11][C:12](=[O:14])[CH3:13])[C@@H:9]([O:15][C:16](=[O:18])[CH3:17])[C@H:8]([C:19]2[CH:24]=[CH:23][C:22]([Cl:25])=[C:21]([CH2:26][C:27]3[CH:28]=[CH:29][C:30]([O:33][CH2:40][CH2:41][O:42][Si:43]([C:46]([CH3:49])([CH3:48])[CH3:47])([CH3:45])[CH3:44])=[CH:31][CH:32]=3)[CH:20]=2)[O:7][C@@H:6]1[CH2:34][O:35][C:36](=[O:38])[CH3:37])(=[O:3])[CH3:2]. The catalyst class is: 39. (2) Reactant: [Br:1][C:2]1[CH:3]=[C:4]([C:8]2([C:18]3[CH:23]=[CH:22][C:21]([O:24]C)=[CH:20][CH:19]=3)[C:12]3=[N:13][CH2:14][CH2:15][CH2:16][N:11]3[C:10](=[S:17])[NH:9]2)[CH:5]=[CH:6][CH:7]=1.B(Br)(Br)Br.O.C(OCC)(=O)C. Product: [Br:1][C:2]1[CH:3]=[C:4]([C:8]2([C:18]3[CH:19]=[CH:20][C:21]([OH:24])=[CH:22][CH:23]=3)[C:12]3=[N:13][CH2:14][CH2:15][CH2:16][N:11]3[C:10](=[S:17])[NH:9]2)[CH:5]=[CH:6][CH:7]=1. The catalyst class is: 614. (3) Reactant: [F:1][C:2]1[CH:7]=[CH:6][C:5]([N:8]2[CH2:13][CH2:12][NH:11][CH2:10][CH2:9]2)=[CH:4][CH:3]=1.[CH2:14]1[CH2:20][S:17](=[O:19])(=[O:18])[O:16][CH2:15]1. Product: [F:1][C:2]1[CH:3]=[CH:4][C:5]([N:8]2[CH2:13][CH2:12][N:11]([CH2:15][CH2:14][CH2:20][S:17]([OH:19])(=[O:18])=[O:16])[CH2:10][CH2:9]2)=[CH:6][CH:7]=1. The catalyst class is: 21. (4) Reactant: [Cl:1][C:2]1[C:16]([Cl:17])=[CH:15][CH:14]=[CH:13][C:3]=1[CH2:4][C:5]1[C:6]([NH2:12])=[N:7][NH:8][C:9]=1[O:10][CH3:11].O=[C:19]([C:26]1[CH:31]=[CH:30][N:29]=[CH:28][CH:27]=1)[CH2:20][C:21](OCC)=[O:22]. Product: [Cl:1][C:2]1[C:16]([Cl:17])=[CH:15][CH:14]=[CH:13][C:3]=1[CH2:4][C:5]1[C:9]([O:10][CH3:11])=[N:8][N:7]2[C:21]([OH:22])=[CH:20][C:19]([C:26]3[CH:31]=[CH:30][N:29]=[CH:28][CH:27]=3)=[N:12][C:6]=12. The catalyst class is: 15. (5) Reactant: Br[C:2]1[CH:7]=[CH:6][C:5]([S:8]([CH3:11])(=[O:10])=[O:9])=[CH:4][N:3]=1.CCN(CC)CC.[CH2:19]([OH:21])[CH3:20].C1(P(C2C=CC=CC=2)CCCP(C2C=CC=CC=2)C2C=CC=CC=2)C=CC=CC=1.CN([CH:54]=[O:55])C. Product: [CH2:19]([O:21][C:54]([C:2]1[CH:7]=[CH:6][C:5]([S:8]([CH3:11])(=[O:10])=[O:9])=[CH:4][N:3]=1)=[O:55])[CH3:20]. The catalyst class is: 318. (6) Reactant: [H-].[Na+].CN(C)C=O.[CH2:8]([O:15][C@@H:16]1[C@@H:20]([CH2:21][O:22][CH2:23][C:24]2[CH:29]=[CH:28][CH:27]=[CH:26][CH:25]=2)[O:19][C@H:18]([O:30][CH3:31])[C@:17]1([CH3:33])[OH:32])[C:9]1[CH:14]=[CH:13][CH:12]=[CH:11][CH:10]=1.[CH2:34](Br)[C:35]1[CH:40]=[CH:39][CH:38]=[CH:37][CH:36]=1. Product: [CH2:34]([O:32][C@:17]1([CH3:33])[C@H:16]([O:15][CH2:8][C:9]2[CH:14]=[CH:13][CH:12]=[CH:11][CH:10]=2)[C@@H:20]([CH2:21][O:22][CH2:23][C:24]2[CH:25]=[CH:26][CH:27]=[CH:28][CH:29]=2)[O:19][C@@H:18]1[O:30][CH3:31])[C:35]1[CH:40]=[CH:39][CH:38]=[CH:37][CH:36]=1. The catalyst class is: 84. (7) Reactant: [CH3:1][S@:2]([CH2:5][CH2:6][CH2:7][CH2:8][C:9]([O:11][CH3:12])=[O:10])(=[NH:4])=[O:3].[NH2:13][C:14]1[C:22]([C:23]#[C:24][C:25]2[CH:30]=[CH:29][CH:28]=[C:27]([NH:31][C:32]([C:34]3[O:35][CH:36]=[CH:37][C:38]=3C)=[O:33])[CH:26]=2)=[CH:21][C:17]([C:18](O)=[O:19])=[CH:16][N:15]=1.C(N([CH:46]([CH3:48])C)CC)(C)C.F[P-](F)(F)(F)(F)F.N1(O[P+](N(C)C)(N(C)C)N(C)C)C2C=CC=C[C:59]=2N=N1.CN([CH:79]=[O:80])C. Product: [NH2:13][C:14]1[N:15]=[CH:16][C:17]([C:18]([N:4]=[S@@:2]([CH2:5][CH2:6][CH2:7][CH2:8][C:9]([O:11][CH3:12])=[O:10])([CH3:1])=[O:3])=[O:19])=[CH:21][C:22]=1[C:23]#[C:24][C:25]1[CH:30]=[CH:29][CH:28]=[C:27]([NH:31][C:32](=[O:33])[C:34]2[CH:48]=[CH:46][C:36]([O:35][CH3:59])=[C:37]([O:80][CH3:79])[CH:38]=2)[CH:26]=1. The catalyst class is: 25. (8) Reactant: [CH:1]1([C:7]([CH3:25])([CH3:24])[C:8]([NH:10][CH2:11][C:12]([C:14]2[CH:19]=[C:18]([O:20]C)[CH:17]=[C:16]([O:22]C)[CH:15]=2)=[O:13])=[O:9])[CH2:6][CH2:5][CH2:4][CH2:3][CH2:2]1.B(Br)(Br)Br. Product: [CH:1]1([C:7]([CH3:25])([CH3:24])[C:8]([NH:10][CH2:11][C:12]([C:14]2[CH:15]=[C:16]([OH:22])[CH:17]=[C:18]([OH:20])[CH:19]=2)=[O:13])=[O:9])[CH2:6][CH2:5][CH2:4][CH2:3][CH2:2]1. The catalyst class is: 4. (9) Reactant: C1(S([N:10]2[C:18]3[C:13](=[CH:14][CH:15]=[CH:16][C:17]=3[F:19])[C:12]([C:20]3[S:21][C:22]([CH2:25][N:26]4[CH2:30][CH2:29][CH2:28][CH2:27]4)=[CH:23][CH:24]=3)=[CH:11]2)(=O)=O)C=CC=CC=1.C(=O)([O-])[O-].[K+].[K+].CO. Product: [F:19][C:17]1[CH:16]=[CH:15][CH:14]=[C:13]2[C:18]=1[NH:10][CH:11]=[C:12]2[C:20]1[S:21][C:22]([CH2:25][N:26]2[CH2:27][CH2:28][CH2:29][CH2:30]2)=[CH:23][CH:24]=1. The catalyst class is: 6. (10) Reactant: [CH:1]1([C:4]([C:6]2[CH:11]=[CH:10][C:9]([F:12])=[CH:8][CH:7]=2)=O)[CH2:3][CH2:2]1.Cl.[NH2:14][OH:15]. Product: [CH:1]1([C:4]([C:6]2[CH:11]=[CH:10][C:9]([F:12])=[CH:8][CH:7]=2)=[N:14][OH:15])[CH2:3][CH2:2]1. The catalyst class is: 17.